From a dataset of Full USPTO retrosynthesis dataset with 1.9M reactions from patents (1976-2016). Predict the reactants needed to synthesize the given product. (1) The reactants are: [CH2:1]([O:8][C:9]([N:11]([CH3:24])[C:12]1[CH:17]=[CH:16][CH:15]=[CH:14][C:13]=1[C:18]([F:23])([F:22])[C:19]([OH:21])=O)=[O:10])[C:2]1[CH:7]=[CH:6][CH:5]=[CH:4][CH:3]=1.P(Cl)(Cl)(Cl)=O.Cl.[NH2:31][CH2:32][C:33]1[CH:34]=[C:35]2[C:39](=[CH:40][CH:41]=1)[C:38](=[O:42])[N:37]([CH:43]1[CH2:48][CH2:47][C:46](=[O:49])[NH:45][C:44]1=[O:50])[CH2:36]2.C(=O)(O)[O-].[Na+]. Given the product [O:50]=[C:44]1[CH:43]([N:37]2[CH2:36][C:35]3[C:39](=[CH:40][CH:41]=[C:33]([CH2:32][NH:31][C:19](=[O:21])[C:18]([C:13]4[CH:14]=[CH:15][CH:16]=[CH:17][C:12]=4[N:11]([CH3:24])[C:9](=[O:10])[O:8][CH2:1][C:2]4[CH:3]=[CH:4][CH:5]=[CH:6][CH:7]=4)([F:23])[F:22])[CH:34]=3)[C:38]2=[O:42])[CH2:48][CH2:47][C:46](=[O:49])[NH:45]1, predict the reactants needed to synthesize it. (2) The reactants are: [Na].O[CH:3]=[C:4]1[CH2:9][CH2:8][CH2:7][O:6][C:5]1=[O:10].[CH2:11]([NH2:18])[C:12]1[CH:17]=[CH:16][CH:15]=[CH:14][CH:13]=1. Given the product [CH2:11]([NH:18][CH:3]=[C:4]1[CH2:9][CH2:8][CH2:7][O:6][C:5]1=[O:10])[C:12]1[CH:17]=[CH:16][CH:15]=[CH:14][CH:13]=1, predict the reactants needed to synthesize it. (3) Given the product [Cl:8][C:9]1[C:10]([F:35])=[C:11]([NH:15][C:16]2[C:25]3[C:20](=[CH:21][C:22]([O:28][CH:29]4[CH2:34][CH2:33][N:32]([S:2]([CH3:1])(=[O:4])=[O:3])[CH2:31][CH2:30]4)=[C:23]([O:26][CH3:27])[CH:24]=3)[N:19]=[CH:18][N:17]=2)[CH:12]=[CH:13][CH:14]=1, predict the reactants needed to synthesize it. The reactants are: [CH3:1][S:2](Cl)(=[O:4])=[O:3].Cl.Cl.[Cl:8][C:9]1[C:10]([F:35])=[C:11]([NH:15][C:16]2[C:25]3[C:20](=[CH:21][C:22]([O:28][CH:29]4[CH2:34][CH2:33][NH:32][CH2:31][CH2:30]4)=[C:23]([O:26][CH3:27])[CH:24]=3)[N:19]=[CH:18][N:17]=2)[CH:12]=[CH:13][CH:14]=1. (4) Given the product [CH3:29][O:30][C:31](=[O:40])[C:32]1[CH:37]=[CH:36][C:35]([CH:38]=[C:10]([C:9]([O:8][CH2:1][C:2]2[CH:3]=[CH:4][CH:5]=[CH:6][CH:7]=2)=[O:18])[Br:17])=[CH:34][CH:33]=1, predict the reactants needed to synthesize it. The reactants are: [CH2:1]([O:8][C:9](=[O:18])[CH:10]([Br:17])P(OC)(OC)=O)[C:2]1[CH:7]=[CH:6][CH:5]=[CH:4][CH:3]=1.[Li+].C[Si]([N-][Si](C)(C)C)(C)C.[CH3:29][O:30][C:31](=[O:40])[C:32]1[CH:37]=[CH:36][C:35]([CH:38]=O)=[CH:34][CH:33]=1. (5) Given the product [C:8]([C:10]1[CH:11]=[C:12]([C:13]2[O:14][CH:2]=[N:1][C:3]=2[C:4]([O:6][CH3:7])=[O:5])[CH:16]=[CH:17][CH:18]=1)#[N:9], predict the reactants needed to synthesize it. The reactants are: [N+:1]([CH2:3][C:4]([O:6][CH3:7])=[O:5])#[C-:2].[C:8]([C:10]1[CH:11]=[C:12]([CH:16]=[CH:17][CH:18]=1)[C:13](Cl)=[O:14])#[N:9].C(N(CC)CC)C. (6) Given the product [F:38][C:37]([F:40])([F:39])[C:41]([OH:44])=[O:42].[NH2:1][C:2]1[O:3][CH2:4][C:5]2([N:29]=1)[C@@H:18]1[C@H:13]([CH2:14][CH2:15][C@H:16]([OH:19])[CH2:17]1)[O:12][C:11]1[C:6]2=[CH:7][C:8]([C:31]2[CH:36]=[C:35]([C:37]([F:40])([F:39])[F:38])[CH:34]=[CH:33][N:32]=2)=[CH:9][CH:10]=1, predict the reactants needed to synthesize it. The reactants are: [NH2:1][C:2]1[O:3][CH2:4][C:5]2([N:29]=1)[C@@H:18]1[C@H:13]([CH2:14][CH2:15][CH:16]([OH:19])[CH2:17]1)[O:12][C:11]1[C:6]2=[CH:7][C:8](B2OC(C)(C)C(C)(C)O2)=[CH:9][CH:10]=1.Br[C:31]1[CH:36]=[C:35]([C:37]([F:40])([F:39])[F:38])[CH:34]=[CH:33][N:32]=1.[C:41]([O-:44])([O-])=[O:42].[Na+].[Na+]. (7) Given the product [CH2:1]([O:3][C:4](=[O:28])[CH2:5][C:6]1[CH:7]=[C:8]([C:14]2[CH:19]=[C:18]([C:20]([F:23])([F:21])[F:22])[CH:17]=[CH:16][C:15]=2[CH2:24][N:25]([CH2:26][CH3:27])[C:30]([O:32][CH2:33][C:34]2[CH:39]=[CH:38][C:37]([F:40])=[CH:36][CH:35]=2)=[O:31])[C:9]([O:12][CH3:13])=[CH:10][CH:11]=1)[CH3:2], predict the reactants needed to synthesize it. The reactants are: [CH2:1]([O:3][C:4](=[O:28])[CH2:5][C:6]1[CH:7]=[C:8]([C:14]2[CH:19]=[C:18]([C:20]([F:23])([F:22])[F:21])[CH:17]=[CH:16][C:15]=2[CH2:24][NH:25][CH2:26][CH3:27])[C:9]([O:12][CH3:13])=[CH:10][CH:11]=1)[CH3:2].Cl[C:30]([O:32][CH2:33][C:34]1[CH:39]=[CH:38][C:37]([F:40])=[CH:36][CH:35]=1)=[O:31].